The task is: Predict which catalyst facilitates the given reaction.. This data is from Catalyst prediction with 721,799 reactions and 888 catalyst types from USPTO. (1) Reactant: [Cl:1][C:2]1[C:3]([CH3:13])=[C:4]([CH:10]=[CH:11][N:12]=1)[C:5]([O:7][CH2:8][CH3:9])=[O:6].[Br:14]N1C(=O)CCC1=O.C(OOC(=O)C1C=CC=CC=1)(=O)C1C=CC=CC=1. Product: [Br:14][CH2:13][C:3]1[C:2]([Cl:1])=[N:12][CH:11]=[CH:10][C:4]=1[C:5]([O:7][CH2:8][CH3:9])=[O:6]. The catalyst class is: 53. (2) Reactant: [NH2:1][C:2]1[N:7]=[CH:6][N:5]=[C:4]2[N:8]([CH:27]3[CH2:31]CC[CH2:28]3)[N:9]=[C:10]([C:11]3[CH:12]=[C:13]4[C:17](=[CH:18][CH:19]=3)[N:16](C(OC(C)(C)C)=O)[CH:15]=[CH:14]4)[C:3]=12.C(O)(C(F)(F)F)=O. Product: [NH:16]1[C:17]2[C:13](=[CH:12][C:11]([C:10]3[C:3]4[C:4](=[N:5][CH:6]=[N:7][C:2]=4[NH2:1])[N:8]([CH:27]([CH3:31])[CH3:28])[N:9]=3)=[CH:19][CH:18]=2)[CH:14]=[CH:15]1. The catalyst class is: 2. (3) Reactant: O1CCCC1.C[Si]([C:10]#[C:11][C:12]1[CH:17]=[CH:16][C:15]([N:18]([C:31]2[CH:36]=[CH:35][C:34]([C:37]#[C:38][Si](C)(C)C)=[CH:33][CH:32]=2)[C:19]2[CH:24]=[CH:23][C:22]([C:25]#[C:26][Si](C)(C)C)=[CH:21][CH:20]=2)=[CH:14][CH:13]=1)(C)C.[F-].[K+]. Product: [C:25]([C:22]1[CH:21]=[CH:20][C:19]([N:18]([C:15]2[CH:14]=[CH:13][C:12]([C:11]#[CH:10])=[CH:17][CH:16]=2)[C:31]2[CH:36]=[CH:35][C:34]([C:37]#[CH:38])=[CH:33][CH:32]=2)=[CH:24][CH:23]=1)#[CH:26]. The catalyst class is: 5. (4) Reactant: CS[C:3]1[S:4]/[C:5](=[CH:9]\[C:10]2[CH:11]=[C:12]3[C:17](=[CH:18][CH:19]=2)[N:16]=[CH:15][CH:14]=[CH:13]3)/[C:6](=[O:8])[N:7]=1.[S:20]1[CH:24]=[CH:23][CH:22]=[C:21]1[CH2:25][NH2:26].C(N(C(C)C)CC)(C)C. Product: [S:20]1[CH:24]=[CH:23][CH:22]=[C:21]1[CH2:25][NH:26][C:3]1[S:4]/[C:5](=[CH:9]\[C:10]2[CH:11]=[C:12]3[C:17](=[CH:18][CH:19]=2)[N:16]=[CH:15][CH:14]=[CH:13]3)/[C:6](=[O:8])[N:7]=1. The catalyst class is: 10. (5) Reactant: [C:1]1([CH:11]=[O:12])[C:10]2[C:5](=[CH:6][CH:7]=[CH:8][CH:9]=2)[CH:4]=[CH:3][N:2]=1.[NH2:13][C:14]1[CH:19]=[CH:18][C:17]([CH2:20][C:21]([O:23][CH3:24])=[O:22])=[C:16]([F:25])[C:15]=1O.C(O)(=O)C.C(O)(=O)C.IC1C=CC=CC=1. Product: [F:25][C:16]1[C:15]2[O:12][C:11]([C:1]3[C:10]4[C:5](=[CH:6][CH:7]=[CH:8][CH:9]=4)[CH:4]=[CH:3][N:2]=3)=[N:13][C:14]=2[CH:19]=[CH:18][C:17]=1[CH2:20][C:21]([O:23][CH3:24])=[O:22]. The catalyst class is: 8. (6) Reactant: [CH:1](=O)[C:2]1[CH:7]=[CH:6][CH:5]=[CH:4][CH:3]=1.[CH3:9][O:10][C:11]([C:13](=[CH:34][CH:35]=[CH:36][C:37]1[CH:42]=[CH:41][C:40]([CH:43]([CH3:45])[CH3:44])=[CH:39][CH:38]=1)[N:14]=P(C1C=CC=CC=1)(C1C=CC=CC=1)C1C=CC=CC=1)=[O:12]. Product: [CH:43]([C:40]1[CH:39]=[CH:38][C:37]([C:36]2[CH:35]=[CH:34][C:13]([C:11]([O:10][CH3:9])=[O:12])=[N:14][C:1]=2[C:2]2[CH:7]=[CH:6][CH:5]=[CH:4][CH:3]=2)=[CH:42][CH:41]=1)([CH3:44])[CH3:45]. The catalyst class is: 10. (7) Reactant: O.Cl.[C:3]12([CH2:13][CH2:14][NH:15][C:16]3[CH:21]=[CH:20][C:19]([N+:22]([O-])=O)=[CH:18][C:17]=3[F:25])[CH2:12][CH:7]3[CH2:8][CH:9]([CH2:11][CH:5]([CH2:6]3)[CH2:4]1)[CH2:10]2. Product: [C:3]12([CH2:13][CH2:14][NH:15][C:16]3[CH:21]=[CH:20][C:19]([NH2:22])=[CH:18][C:17]=3[F:25])[CH2:4][CH:5]3[CH2:11][CH:9]([CH2:8][CH:7]([CH2:6]3)[CH2:12]1)[CH2:10]2. The catalyst class is: 415. (8) Reactant: Cl.[NH:2]1[CH:6]=[CH:5][N:4]=[C:3]1[CH2:7][CH:8]1[CH2:12][S:11][C:10]([NH:13]C(=O)OC(C)(C)C)=[N:9]1.CO. Product: [NH:2]1[CH:6]=[CH:5][N:4]=[C:3]1[CH2:7][CH:8]1[CH2:12][S:11][C:10]([NH2:13])=[N:9]1. The catalyst class is: 12. (9) Reactant: [Si:1]([O:8][C:9]1[CH:10]=[C:11]([S:15]([C:18]2[CH:28]=[CH:27][C:21]3[CH2:22][CH2:23][NH:24][CH2:25][CH2:26][C:20]=3[CH:19]=2)(=[O:17])=[O:16])[CH:12]=[CH:13][CH:14]=1)([C:4]([CH3:7])([CH3:6])[CH3:5])([CH3:3])[CH3:2].[C:29](O[C:29]([O:31][C:32]([CH3:35])([CH3:34])[CH3:33])=[O:30])([O:31][C:32]([CH3:35])([CH3:34])[CH3:33])=[O:30]. Product: [Si:1]([O:8][C:9]1[CH:10]=[C:11]([S:15]([C:18]2[CH:28]=[CH:27][C:21]3[CH2:22][CH2:23][N:24]([C:29]([O:31][C:32]([CH3:35])([CH3:34])[CH3:33])=[O:30])[CH2:25][CH2:26][C:20]=3[CH:19]=2)(=[O:16])=[O:17])[CH:12]=[CH:13][CH:14]=1)([C:4]([CH3:7])([CH3:5])[CH3:6])([CH3:3])[CH3:2]. The catalyst class is: 4. (10) Product: [CH2:1]([O:3][C:4]([C@@H:6]1[CH2:10][C@@H:9]([S:38]([C:27]2[CH:28]=[CH:29][CH:30]=[CH:31][CH:32]=2)(=[O:40])=[O:37])[CH2:8][C@H:7]1[C:18]([N:20]1[CH2:21][CH2:22][O:23][CH2:24][CH2:25]1)=[O:19])=[O:5])[CH3:2]. The catalyst class is: 4. Reactant: [CH2:1]([O:3][C:4]([C@@H:6]1[CH2:10][C@@H:9](SC2C=CC=CC=2)[CH2:8][C@H:7]1[C:18]([N:20]1[CH2:25][CH2:24][O:23][CH2:22][CH2:21]1)=[O:19])=[O:5])[CH3:2].Cl[C:27]1[CH:32]=[CH:31][CH:30]=[C:29](C(OO)=O)[CH:28]=1.[OH:37][S:38]([O-:40])=O.[Na+].